The task is: Predict the reaction yield, written as a fraction of the theoretical maximum amount of product (1.0 means a 100% yield; for example, 0.34 means a 34% yield).. This data is from Reaction yield outcomes from USPTO patents with 853,638 reactions. (1) The reactants are [CH3:1][O:2][C:3]1[CH:4]=[C:5]2[C:9](=[CH:10][C:11]=1[N+:12]([O-:14])=[O:13])[NH:8][CH2:7][CH2:6]2.C(N(C(C)C)CC)(C)C.[C:24](Cl)(=[O:27])[CH:25]=[CH2:26].[NH:29]1[CH2:34][CH2:33][O:32][CH2:31][CH2:30]1. The catalyst is ClCCl.C(O)C. The product is [CH3:1][O:2][C:3]1[CH:4]=[C:5]2[C:9](=[CH:10][C:11]=1[N+:12]([O-:14])=[O:13])[N:8]([C:24](=[O:27])[CH2:25][CH2:26][N:29]1[CH2:34][CH2:33][O:32][CH2:31][CH2:30]1)[CH2:7][CH2:6]2. The yield is 0.540. (2) The reactants are [Si:1]([O:8][C:9]1[CH:14]=[C:13]([O:15][Si:16]([C:19]([CH3:22])([CH3:21])[CH3:20])([CH3:18])[CH3:17])[CH:12]=[CH:11][C:10]=1[C@H:23]1[CH2:28][CH2:27][C@H:26]([NH2:29])[CH2:25][CH2:24]1)([C:4]([CH3:7])([CH3:6])[CH3:5])([CH3:3])[CH3:2].ClC(Cl)C.C(N(CC)CC)C.[N+:41]([C:44]1[CH:45]=[C:46]([CH:50]=[CH:51][CH:52]=1)[C:47](Cl)=[O:48])([O-:43])=[O:42]. The catalyst is O1CCCC1.ClCCl.CN(C)C1C=CN=CC=1.ClCCl.[OH-].[Na+]. The product is [Si:1]([O:8][C:9]1[CH:14]=[C:13]([O:15][Si:16]([C:19]([CH3:20])([CH3:21])[CH3:22])([CH3:18])[CH3:17])[CH:12]=[CH:11][C:10]=1[C@H:23]1[CH2:24][CH2:25][C@H:26]([NH:29][C:47](=[O:48])[C:46]2[CH:50]=[CH:51][CH:52]=[C:44]([N+:41]([O-:43])=[O:42])[CH:45]=2)[CH2:27][CH2:28]1)([C:4]([CH3:5])([CH3:6])[CH3:7])([CH3:3])[CH3:2]. The yield is 0.490. (3) The reactants are C(N(CC)CC)C.[Cl:8][C:9]1[CH:29]=[CH:28][C:12]([O:13][C:14]2[CH:19]=[CH:18][C:17]([C:20](OC)=[C:21]([C:24]#[N:25])[C:22]#[N:23])=[CH:16][CH:15]=2)=[CH:11][CH:10]=1.Cl.[CH2:31]([O:38][C:39]([N:41]1[CH2:46][CH2:45][CH2:44][CH:43]([NH:47][NH2:48])[CH2:42]1)=[O:40])[C:32]1[CH:37]=[CH:36][CH:35]=[CH:34][CH:33]=1. The catalyst is C(O)C. The yield is 0.700. The product is [NH2:25][C:24]1[N:47]([CH:43]2[CH2:44][CH2:45][CH2:46][N:41]([C:39]([O:38][CH2:31][C:32]3[CH:37]=[CH:36][CH:35]=[CH:34][CH:33]=3)=[O:40])[CH2:42]2)[N:48]=[C:20]([C:17]2[CH:16]=[CH:15][C:14]([O:13][C:12]3[CH:28]=[CH:29][C:9]([Cl:8])=[CH:10][CH:11]=3)=[CH:19][CH:18]=2)[C:21]=1[C:22]#[N:23]. (4) The reactants are [O:1]=[C:2]1[CH2:10][C:9]2[C:4](=[CH:5][C:6]([C:11]([C:13]3[CH:14]=[C:15]([NH:19][C:20]([C:22]4[CH:26]=[C:25]([CH2:27][CH3:28])[N:24]([CH3:29])[N:23]=4)=[O:21])[CH:16]=[CH:17][CH:18]=3)=[O:12])=[CH:7][CH:8]=2)[NH:3]1.[CH:30](OCC)=[O:31].[O-]CC.[Na+].Cl. The catalyst is C(O)C. The product is [OH:31][CH:30]=[C:10]1[C:9]2[C:4](=[CH:5][C:6]([C:11]([C:13]3[CH:14]=[C:15]([NH:19][C:20]([C:22]4[CH:26]=[C:25]([CH2:27][CH3:28])[N:24]([CH3:29])[N:23]=4)=[O:21])[CH:16]=[CH:17][CH:18]=3)=[O:12])=[CH:7][CH:8]=2)[NH:3][C:2]1=[O:1]. The yield is 0.850. (5) The reactants are B1([O-])OO1.[OH2:5].[OH2:6].O.O.[Na+].[CH2:10]([C:17]1[O:18][C:19]2[CH:52]=[CH:51][CH:50]=[CH:49][C:20]=2[C:21]=1[C:22]1[CH:48]=[CH:47][C:25]([C:26]2[CH:31]=[CH:30][C:29]([CH2:32][S:33][CH2:34][C@H:35]([NH:39][C:40]([O:42][C:43]([CH3:46])([CH3:45])[CH3:44])=[O:41])[C:36]([OH:38])=[O:37])=[CH:28][CH:27]=2)=[CH:24][CH:23]=1)[C:11]1[CH:16]=[CH:15][CH:14]=[CH:13][CH:12]=1. The catalyst is C(O)(=O)C.C(OCC)(=O)C. The product is [CH2:10]([C:17]1[O:18][C:19]2[CH:52]=[CH:51][CH:50]=[CH:49][C:20]=2[C:21]=1[C:22]1[CH:23]=[CH:24][C:25]([C:26]2[CH:31]=[CH:30][C:29]([CH2:32][S:33]([CH2:34][C@H:35]([NH:39][C:40]([O:42][C:43]([CH3:46])([CH3:44])[CH3:45])=[O:41])[C:36]([OH:38])=[O:37])(=[O:6])=[O:5])=[CH:28][CH:27]=2)=[CH:47][CH:48]=1)[C:11]1[CH:12]=[CH:13][CH:14]=[CH:15][CH:16]=1. The yield is 0.920. (6) The reactants are [C:1]([OH:18])(=[O:17])[CH2:2][CH2:3][CH2:4][CH2:5][CH2:6][CH2:7][CH2:8]/[CH:9]=[CH:10]\[CH2:11][CH2:12][CH2:13][CH2:14][CH2:15][CH3:16].[N+:19](/C(/CCCCCC)=C/CCCCCCCC(O)=O)([O-:21])=[O:20]. No catalyst specified. The product is [N+:19](/[C:9](=[CH:10]/[CH2:11][CH2:12][CH2:13][CH2:14][CH2:15][CH3:16])/[CH2:8][CH2:7][CH2:6][CH2:5][CH2:4][CH2:3][CH2:2][C:1]([OH:18])=[O:17])([O-:21])=[O:20]. The yield is 0.290. (7) The reactants are [Br:1][C:2]1[CH:10]=[CH:9][CH:8]=[C:7]2[C:3]=1[C:4](O)([C:17]1[C:25]([OH:26])=[CH:24][C:20]3[O:21][CH2:22][O:23][C:19]=3[CH:18]=1)[C:5](=[O:16])[N:6]2[CH2:11][CH2:12][CH2:13][CH2:14][CH3:15].FC(F)(F)C(O)=O.C([SiH](CC)CC)C. The catalyst is ClCCl. The product is [Br:1][C:2]1[CH:10]=[CH:9][CH:8]=[C:7]2[C:3]=1[CH:4]([C:17]1[C:25]([OH:26])=[CH:24][C:20]3[O:21][CH2:22][O:23][C:19]=3[CH:18]=1)[C:5](=[O:16])[N:6]2[CH2:11][CH2:12][CH2:13][CH2:14][CH3:15]. The yield is 0.490. (8) The reactants are [Zn](CC)[CH2:2]C.COCCOC.C(I)I.[Si:15]([O:32][CH2:33][CH2:34]/[CH:35]=[CH:36]/[C@@H:37]([NH:42][C:43](=[O:52])[O:44][CH2:45][C:46]1[CH:51]=[CH:50][CH:49]=[CH:48][CH:47]=1)[CH2:38][CH:39]([CH3:41])[CH3:40])([C:28]([CH3:31])([CH3:30])[CH3:29])([C:22]1[CH:27]=[CH:26][CH:25]=[CH:24][CH:23]=1)[C:16]1[CH:21]=[CH:20][CH:19]=[CH:18][CH:17]=1. The catalyst is C(Cl)Cl. The product is [Si:15]([O:32][CH2:33][CH2:34][CH:35]1[CH2:2][CH:36]1[C@@H:37]([NH:42][C:43](=[O:52])[O:44][CH2:45][C:46]1[CH:47]=[CH:48][CH:49]=[CH:50][CH:51]=1)[CH2:38][CH:39]([CH3:41])[CH3:40])([C:28]([CH3:31])([CH3:30])[CH3:29])([C:22]1[CH:27]=[CH:26][CH:25]=[CH:24][CH:23]=1)[C:16]1[CH:17]=[CH:18][CH:19]=[CH:20][CH:21]=1. The yield is 0.680.